Dataset: Full USPTO retrosynthesis dataset with 1.9M reactions from patents (1976-2016). Task: Predict the reactants needed to synthesize the given product. (1) Given the product [CH3:20][C:13]1([O:12][CH:22]2[CH2:23][CH2:24][CH2:25][CH2:26][O:21]2)[CH2:18][CH2:17][C:16](=[O:19])[CH2:15][CH2:14]1, predict the reactants needed to synthesize it. The reactants are: C1(C)C=CC(S(O)(=O)=O)=CC=1.[OH:12][C:13]1([CH3:20])[CH2:18][CH2:17][C:16](=[O:19])[CH2:15][CH2:14]1.[O:21]1[CH:26]=[CH:25][CH2:24][CH2:23][CH2:22]1. (2) The reactants are: FC(F)(F)S(O)(=O)=O.[CH2:9]([N:16]1[C:29](=[O:30])[C:28]2[C:23](=[C:24]3[CH:34]=[CH:33][CH:32]=[CH:31][C:25]3=[CH:26][CH:27]=2)[C:22]2[C:17]1=[CH:18][CH:19]=[C:20]1[CH:38]=[CH:37][CH:36]=[CH:35][C:21]1=2)[C:10]1[CH:15]=[CH:14][CH:13]=[CH:12][CH:11]=1. Given the product [CH2:9]([N:16]1[C:29](=[O:30])[C:28]2[C:23]3=[C:24]4[C:34]([C:35]5=[CH:36][CH:37]=[CH:38][C:20]6[C:21]5=[C:22]3[C:17]1=[CH:18][CH:19]=6)=[CH:33][CH:32]=[CH:31][C:25]4=[CH:26][CH:27]=2)[C:10]1[CH:15]=[CH:14][CH:13]=[CH:12][CH:11]=1, predict the reactants needed to synthesize it.